From a dataset of Reaction yield outcomes from USPTO patents with 853,638 reactions. Predict the reaction yield, written as a fraction of the theoretical maximum amount of product (1.0 means a 100% yield; for example, 0.34 means a 34% yield). (1) The reactants are [OH-].[Na+].C[O:4][C:5](=[O:24])[C:6]1[CH:11]=[CH:10][C:9]([CH2:12][CH2:13][CH2:14][CH2:15][NH:16][C:17]([O:19][C:20]([CH3:23])([CH3:22])[CH3:21])=[O:18])=[CH:8][CH:7]=1. The catalyst is C1COCC1. The product is [C:20]([O:19][C:17]([NH:16][CH2:15][CH2:14][CH2:13][CH2:12][C:9]1[CH:8]=[CH:7][C:6]([C:5]([OH:24])=[O:4])=[CH:11][CH:10]=1)=[O:18])([CH3:23])([CH3:21])[CH3:22]. The yield is 0.950. (2) The reactants are [C:1]1([CH:8]=[CH:7][CH:6]=[C:4]([OH:5])[CH:3]=1)[OH:2].[CH3:9][O:10][C:11]1[CH:12]=[C:13]([CH:19]=[CH:20][C:21]=1[OH:22])[CH:14]=[CH:15][C:16](O)=[O:17].OS(O)(=O)=O. The catalyst is C1COCC1. The product is [OH:2][C:1]1[CH:3]=[C:4]2[C:6]([C:16](=[O:17])[CH2:15][CH:14]([C:13]3[CH:19]=[CH:20][C:21]([OH:22])=[C:11]([O:10][CH3:9])[CH:12]=3)[O:5]2)=[CH:7][CH:8]=1. The yield is 0.900. (3) The reactants are Cl[C:2]1[N:7]=[CH:6][C:5]([C:8]2[CH:13]=[CH:12][N:11]=[C:10]([NH:14][C:15]3[CH:20]=[CH:19][C:18]([N:21]4[CH2:26][CH2:25][N:24]([CH3:27])[CH2:23][CH2:22]4)=[CH:17][CH:16]=3)[N:9]=2)=[CH:4][CH:3]=1. The catalyst is C(N)CN. The product is [CH3:27][N:24]1[CH2:25][CH2:26][N:21]([C:18]2[CH:19]=[CH:20][C:15]([NH:14][C:10]3[N:9]=[C:8]([C:5]4[CH:4]=[CH:3][C:2]([NH:21][CH2:22][CH2:23][NH2:24])=[N:7][CH:6]=4)[CH:13]=[CH:12][N:11]=3)=[CH:16][CH:17]=2)[CH2:22][CH2:23]1. The yield is 0.360. (4) The reactants are [Cl:1][C:2]1[CH:7]=[C:6]([NH2:8])[CH:5]=[CH:4][N:3]=1.C(=O)([O-])[O-].[Na+].[Na+].[I-:15].[K+].II.[OH-].[Na+].S([O-])([O-])(=O)=S.[Na+].[Na+]. The catalyst is O. The product is [Cl:1][C:2]1[C:7]([I:15])=[C:6]([NH2:8])[CH:5]=[CH:4][N:3]=1. The yield is 0.170. (5) The reactants are [F:1][C:2]1[CH:10]=[CH:9][C:8]2[NH:7][C:6]3[CH:11]=[N:12][N:13]([CH:14]4[CH2:19][CH2:18][CH2:17][CH2:16][O:15]4)[C:5]=3[C:4]=2[CH:3]=1.[OH-].[K+].CC(C)=O.Br[CH2:27][C:28]1[CH:37]=[CH:36][C:31]([C:32]([O:34][CH3:35])=[O:33])=[CH:30][CH:29]=1. The catalyst is C(O)C. The product is [F:1][C:2]1[CH:10]=[CH:9][C:8]2[N:7]([CH2:27][C:28]3[CH:37]=[CH:36][C:31]([C:32]([O:34][CH3:35])=[O:33])=[CH:30][CH:29]=3)[C:6]3[CH:11]=[N:12][N:13]([CH:14]4[CH2:19][CH2:18][CH2:17][CH2:16][O:15]4)[C:5]=3[C:4]=2[CH:3]=1. The yield is 0.800. (6) The reactants are [C:1]([O:5][C:6]([N:8]1[CH2:13][CH2:12][C:11]([CH2:15][C:16]#[N:17])([CH3:14])[CH2:10][CH2:9]1)=[O:7])([CH3:4])([CH3:3])[CH3:2].[H][H]. The catalyst is O.C(O)C.N.[Rh]. The product is [C:1]([O:5][C:6]([N:8]1[CH2:13][CH2:12][C:11]([CH2:15][CH2:16][NH2:17])([CH3:14])[CH2:10][CH2:9]1)=[O:7])([CH3:4])([CH3:3])[CH3:2]. The yield is 0.500.